This data is from Peptide-MHC class I binding affinity with 185,985 pairs from IEDB/IMGT. The task is: Regression. Given a peptide amino acid sequence and an MHC pseudo amino acid sequence, predict their binding affinity value. This is MHC class I binding data. (1) The peptide sequence is VLPACLGIL. The MHC is HLA-E01:03 with pseudo-sequence HLA-E01:03. The binding affinity (normalized) is 0.132. (2) The peptide sequence is TAIRAGYSIV. The MHC is HLA-A68:02 with pseudo-sequence HLA-A68:02. The binding affinity (normalized) is 0.357. (3) The peptide sequence is RTRGGVAAA. The MHC is HLA-A25:01 with pseudo-sequence HLA-A25:01. The binding affinity (normalized) is 0.0847. (4) The peptide sequence is RLHPLARTA. The MHC is HLA-A03:01 with pseudo-sequence HLA-A03:01. The binding affinity (normalized) is 0. (5) The peptide sequence is LTFGWCFKLV. The binding affinity (normalized) is 0.472. The MHC is HLA-A02:01 with pseudo-sequence HLA-A02:01.